This data is from Forward reaction prediction with 1.9M reactions from USPTO patents (1976-2016). The task is: Predict the product of the given reaction. Given the reactants [CH3:1][O:2][C:3]1[CH:8]=[CH:7][CH:6]=[CH:5][C:4]=1[OH:9].C(=O)([O-])[O-].[K+].[K+].[F:16][C:17]([F:21])([F:20])[CH2:18]I.O, predict the reaction product. The product is: [CH3:1][O:2][C:3]1[CH:8]=[CH:7][CH:6]=[CH:5][C:4]=1[O:9][CH2:18][C:17]([F:21])([F:20])[F:16].